Regression. Given a peptide amino acid sequence and an MHC pseudo amino acid sequence, predict their binding affinity value. This is MHC class I binding data. From a dataset of Peptide-MHC class I binding affinity with 185,985 pairs from IEDB/IMGT. (1) The peptide sequence is VTDPGGLYY. The MHC is SLA-10401 with pseudo-sequence YYAMYRENVETTYVGTLYLSYRDYTWAERSYLSY. The binding affinity (normalized) is 0.851. (2) The peptide sequence is ILAGPMPVTV. The MHC is HLA-A02:17 with pseudo-sequence HLA-A02:17. The binding affinity (normalized) is 0.557. (3) The peptide sequence is VTIPQIGGM. The MHC is HLA-A25:01 with pseudo-sequence HLA-A25:01. The binding affinity (normalized) is 0.0847. (4) The peptide sequence is KLAEIFQPF. The MHC is HLA-A02:01 with pseudo-sequence HLA-A02:01. The binding affinity (normalized) is 0.632. (5) The peptide sequence is IPRQWHPFA. The MHC is HLA-B07:02 with pseudo-sequence HLA-B07:02. The binding affinity (normalized) is 0.534. (6) The peptide sequence is VDSQYVMGII. The MHC is Mamu-A11 with pseudo-sequence Mamu-A11. The binding affinity (normalized) is 0.400. (7) The peptide sequence is GPRTAALGLL. The MHC is HLA-B07:02 with pseudo-sequence HLA-B07:02. The binding affinity (normalized) is 0.487. (8) The peptide sequence is AILGVLATL. The MHC is HLA-B07:02 with pseudo-sequence HLA-B07:02. The binding affinity (normalized) is 0.126. (9) The peptide sequence is SLDQGLVGL. The binding affinity (normalized) is 0. The MHC is HLA-A68:02 with pseudo-sequence HLA-A68:02.